From a dataset of Full USPTO retrosynthesis dataset with 1.9M reactions from patents (1976-2016). Predict the reactants needed to synthesize the given product. (1) The reactants are: N[C:2]1[S:3][C:4]2[C:9]([OH:10])=[N:8][C:7]([C:11]([F:14])([F:13])[F:12])=[N:6][C:5]=2[N:15]=1.N([O-])=O.[Na+].[ClH:20]. Given the product [Cl:20][C:2]1[S:3][C:4]2[C:9]([OH:10])=[N:8][C:7]([C:11]([F:14])([F:13])[F:12])=[N:6][C:5]=2[N:15]=1, predict the reactants needed to synthesize it. (2) Given the product [CH2:1]([N:8]([CH2:14][C:15]#[N:16])[C:9]([CH3:12])([CH3:11])[CH3:10])[C:2]1[CH:7]=[CH:6][CH:5]=[CH:4][CH:3]=1, predict the reactants needed to synthesize it. The reactants are: [CH2:1]([NH:8][C:9]([CH3:12])([CH3:11])[CH3:10])[C:2]1[CH:7]=[CH:6][CH:5]=[CH:4][CH:3]=1.Br[CH2:14][C:15]#[N:16].[I-].[Na+]. (3) The reactants are: C([O:3][C:4]([C:6]1[CH:10]=[C:9]([C:11]2[CH:16]=[CH:15][C:14]([NH:17][C:18]([C:20]3[CH:21]=[C:22]([C:26]4[CH:31]=[CH:30][C:29]([O:32][CH3:33])=[CH:28][C:27]=4[O:34][CH3:35])[CH:23]=[CH:24][CH:25]=3)=[O:19])=[CH:13][CH:12]=2)[O:8][C:7]=1[CH3:36])=[O:5])C. Given the product [CH3:35][O:34][C:27]1[CH:28]=[C:29]([O:32][CH3:33])[CH:30]=[CH:31][C:26]=1[C:22]1[CH:23]=[CH:24][CH:25]=[C:20]([C:18]([NH:17][C:14]2[CH:15]=[CH:16][C:11]([C:9]3[O:8][C:7]([CH3:36])=[C:6]([C:4]([OH:5])=[O:3])[CH:10]=3)=[CH:12][CH:13]=2)=[O:19])[CH:21]=1, predict the reactants needed to synthesize it. (4) Given the product [F:48][C:49]([F:59])([F:60])[C:50]([NH:1][C:2]1[N:6]([C:7]2[C:8]([F:43])=[CH:9][C:10]([CH3:42])=[C:11]([CH:13]([S:18][CH:19]([C:24]3[CH:29]=[C:28]([N:30]4[C:34]([NH:35][C:50](=[O:51])[C:49]([F:60])([F:59])[F:48])=[N:33][C:32]([C:36]([F:39])([F:37])[F:38])=[N:31]4)[C:27]([F:40])=[CH:26][C:25]=3[CH3:41])[C:20]([F:21])([F:22])[F:23])[C:14]([F:17])([F:16])[F:15])[CH:12]=2)[N:5]=[C:4]([C:44]([F:47])([F:46])[F:45])[N:3]=1)=[O:51], predict the reactants needed to synthesize it. The reactants are: [NH2:1][C:2]1[N:6]([C:7]2[C:8]([F:43])=[CH:9][C:10]([CH3:42])=[C:11]([CH:13]([S:18][CH:19]([C:24]3[CH:29]=[C:28]([N:30]4[C:34]([NH2:35])=[N:33][C:32]([C:36]([F:39])([F:38])[F:37])=[N:31]4)[C:27]([F:40])=[CH:26][C:25]=3[CH3:41])[C:20]([F:23])([F:22])[F:21])[C:14]([F:17])([F:16])[F:15])[CH:12]=2)[N:5]=[C:4]([C:44]([F:47])([F:46])[F:45])[N:3]=1.[F:48][C:49]([F:60])([F:59])[C:50](O[C:50](=[O:51])[C:49]([F:60])([F:59])[F:48])=[O:51]. (5) Given the product [C:1]1([C:7]2[O:11][N:10]=[C:9]([C:12]3[O:16][N:15]=[C:14]4[C:17]5[C:22]([CH2:23][CH2:24][C:13]=34)=[CH:21][C:20]([CH2:25][N:31]([CH2:35][CH2:36][OH:37])[CH2:32][CH2:33][OH:34])=[CH:19][CH:18]=5)[C:8]=2[C:27]([F:29])([F:30])[F:28])[CH:2]=[CH:3][CH:4]=[CH:5][CH:6]=1.[C:8]([OH:40])([C:27]([F:30])([F:29])[F:28])=[O:56], predict the reactants needed to synthesize it. The reactants are: [C:1]1([C:7]2[O:11][N:10]=[C:9]([C:12]3[O:16][N:15]=[C:14]4[C:17]5[C:22]([CH2:23][CH2:24][C:13]=34)=[CH:21][C:20]([CH:25]=O)=[CH:19][CH:18]=5)[C:8]=2[C:27]([F:30])([F:29])[F:28])[CH:6]=[CH:5][CH:4]=[CH:3][CH:2]=1.[NH:31]([CH2:35][CH2:36][OH:37])[CH2:32][CH2:33][OH:34].C(O[BH-](OC(=O)C)OC(=O)C)(=[O:40])C.[Na+].C([BH3-])#N.[Na+].[OH2:56]. (6) Given the product [CH3:1][O:2][C:3]1[CH:4]=[C:5]([C:6]2[C:8]3[C:9](=[CH:13][C:14]([O:17][CH3:18])=[CH:15][CH:16]=3)[C:10](=[O:11])[NH:26][N:25]=2)[CH:19]=[CH:20][C:21]=1[O:22][CH3:23], predict the reactants needed to synthesize it. The reactants are: [CH3:1][O:2][C:3]1[CH:4]=[C:5]([CH:19]=[CH:20][C:21]=1[O:22][CH3:23])[C:6]([C:8]1[CH:16]=[CH:15][C:14]([O:17][CH3:18])=[CH:13][C:9]=1[C:10](O)=[O:11])=O.O.[NH2:25][NH2:26]. (7) Given the product [CH3:27][O:28][C:29](=[O:40])[CH2:30][CH2:31][C:32]1[CH:37]=[CH:36][C:35]([O:16][CH:14]([CH3:15])[CH2:13][CH2:12][O:11][C:10]2[CH:21]=[CH:22][C:23]([CH2:25][CH3:26])=[CH:24][C:9]=2[C:1](=[O:8])[C:2]2[CH:7]=[CH:6][CH:5]=[CH:4][CH:3]=2)=[CH:34][C:33]=1[CH3:39], predict the reactants needed to synthesize it. The reactants are: [C:1]([C:9]1[CH:24]=[C:23]([CH2:25][CH3:26])[CH:22]=[CH:21][C:10]=1[O:11][CH2:12][CH2:13][CH:14]([O:16]S(C)(=O)=O)[CH3:15])(=[O:8])[C:2]1[CH:7]=[CH:6][CH:5]=[CH:4][CH:3]=1.[CH3:27][O:28][C:29](=[O:40])[CH2:30][CH2:31][C:32]1[CH:37]=[CH:36][C:35](O)=[CH:34][C:33]=1[CH3:39].C([O-])([O-])=O.[Cs+].[Cs+]. (8) Given the product [Br:20][C:16]1[CH:15]=[C:14]([CH2:13][C@H:9]([NH:8][C:6](=[O:7])[O:5][C:1]([CH3:2])([CH3:3])[CH3:4])[C:10]([N:60]([C:59]2[CH:62]=[CH:63][C:56]([O:55][CH3:54])=[CH:57][CH:58]=2)[CH3:61])=[O:12])[CH:19]=[CH:18][CH:17]=1, predict the reactants needed to synthesize it. The reactants are: [C:1]([O:5][C:6]([NH:8][C@@H:9]([CH2:13][C:14]1[CH:19]=[CH:18][CH:17]=[C:16]([Br:20])[CH:15]=1)[C:10]([OH:12])=O)=[O:7])([CH3:4])([CH3:3])[CH3:2].F[P-](F)(F)(F)(F)F.N1(OC(N(C)C)=[N+](C)C)C2N=CC=CC=2N=N1.CCN(C(C)C)C(C)C.[CH3:54][O:55][C:56]1[CH:63]=[CH:62][C:59]([NH:60][CH3:61])=[CH:58][CH:57]=1. (9) Given the product [Cl:33][C:25]1[N:24]=[CH:23][C:22]([CH2:21][N:14]2[C:15]([CH3:16])=[C:11]([C:8]3[CH:7]=[CH:6][C:5]([C:3]#[N:4])=[CH:10][CH:9]=3)[C:12]([C:18]#[N:19])=[C:13]2[CH3:17])=[CH:32][C:26]=1[C:27]([O:29][CH2:30][CH3:31])=[O:28], predict the reactants needed to synthesize it. The reactants are: [H-].[Na+].[C:3]([C:5]1[CH:10]=[CH:9][C:8]([C:11]2[C:12]([C:18]#[N:19])=[C:13]([CH3:17])[NH:14][C:15]=2[CH3:16])=[CH:7][CH:6]=1)#[N:4].Br[CH2:21][C:22]1[CH:23]=[N:24][C:25]([Cl:33])=[C:26]([CH:32]=1)[C:27]([O:29][CH2:30][CH3:31])=[O:28].[Cl-].[Na+]. (10) Given the product [CH2:1]([C:6]1[CH:11]=[CH:10][C:9]([O:12][C:13](=[O:28])[C:14]2[CH:15]=[CH:16][C:17]([OH:20])=[CH:18][CH:19]=2)=[CH:8][CH:7]=1)[CH2:2][CH2:3][CH2:4][CH3:5], predict the reactants needed to synthesize it. The reactants are: [CH2:1]([C:6]1[CH:11]=[CH:10][C:9]([O:12][C:13](=[O:28])[C:14]2[CH:19]=[CH:18][C:17]([O:20]CC3C=CC=CC=3)=[CH:16][CH:15]=2)=[CH:8][CH:7]=1)[CH2:2][CH2:3][CH2:4][CH3:5].C1CCCCC1.